Dataset: Forward reaction prediction with 1.9M reactions from USPTO patents (1976-2016). Task: Predict the product of the given reaction. (1) Given the reactants [Cl:1][C:2]1[CH:7]=[C:6]([O:8][CH3:9])[C:5]([O:10][CH2:11][C:12]2[C:17]([O:18][CH3:19])=[CH:16][CH:15]=[C:14]([F:20])[C:13]=2[F:21])=[CH:4][C:3]=1[NH:22][C:23]1[C:28]([C:29]([O:31]CC)=[O:30])=[C:27]([CH3:34])[N:26]=[CH:25][N:24]=1.[OH-].[Na+].Cl, predict the reaction product. The product is: [Cl:1][C:2]1[CH:7]=[C:6]([O:8][CH3:9])[C:5]([O:10][CH2:11][C:12]2[C:17]([O:18][CH3:19])=[CH:16][CH:15]=[C:14]([F:20])[C:13]=2[F:21])=[CH:4][C:3]=1[NH:22][C:23]1[C:28]([C:29]([OH:31])=[O:30])=[C:27]([CH3:34])[N:26]=[CH:25][N:24]=1. (2) Given the reactants C(OC([NH:8][C@H:9]([CH2:31][C:32]1[CH:37]=[CH:36][C:35]([Cl:38])=[CH:34][CH:33]=1)[C:10]([N:12]1[CH2:17][CH2:16][N:15]([C:18]2[C:23]([C:24]([O:26][CH3:27])=[O:25])=[CH:22][N:21]=[C:20]3[NH:28][CH:29]=[CH:30][C:19]=23)[CH2:14][CH2:13]1)=[O:11])=O)(C)(C)C.C(O)(C(F)(F)F)=O, predict the reaction product. The product is: [NH2:8][C@H:9]([CH2:31][C:32]1[CH:33]=[CH:34][C:35]([Cl:38])=[CH:36][CH:37]=1)[C:10]([N:12]1[CH2:13][CH2:14][N:15]([C:18]2[C:23]([C:24]([O:26][CH3:27])=[O:25])=[CH:22][N:21]=[C:20]3[NH:28][CH:29]=[CH:30][C:19]=23)[CH2:16][CH2:17]1)=[O:11]. (3) Given the reactants [CH3:1][C:2]1[O:6][C:5]([C:7]2[CH:16]=[CH:15][C:10]([C:11]([O:13]C)=[O:12])=[CH:9][CH:8]=2)=[N:4][C:3]=1[CH2:17][S:18]([C:21]1[CH:26]=[CH:25][C:24]([CH2:27][N:28]2[CH2:33][CH2:32][CH2:31][CH2:30][CH2:29]2)=[CH:23][CH:22]=1)(=[O:20])=[O:19].[ClH:34], predict the reaction product. The product is: [ClH:34].[CH3:1][C:2]1[O:6][C:5]([C:7]2[CH:16]=[CH:15][C:10]([C:11]([OH:13])=[O:12])=[CH:9][CH:8]=2)=[N:4][C:3]=1[CH2:17][S:18]([C:21]1[CH:26]=[CH:25][C:24]([CH2:27][N:28]2[CH2:33][CH2:32][CH2:31][CH2:30][CH2:29]2)=[CH:23][CH:22]=1)(=[O:19])=[O:20].